This data is from Forward reaction prediction with 1.9M reactions from USPTO patents (1976-2016). The task is: Predict the product of the given reaction. (1) Given the reactants Cl[C:2]1[N:7]=[N:6][C:5]([NH2:8])=[CH:4][CH:3]=1.[C:9]([N:16]1[CH2:21][CH2:20][NH:19][CH2:18][CH2:17]1)([O:11][C:12]([CH3:15])([CH3:14])[CH3:13])=[O:10], predict the reaction product. The product is: [NH2:8][C:5]1[N:6]=[N:7][C:2]([N:19]2[CH2:18][CH2:17][N:16]([C:9]([O:11][C:12]([CH3:15])([CH3:14])[CH3:13])=[O:10])[CH2:21][CH2:20]2)=[CH:3][CH:4]=1. (2) Given the reactants [CH3:1][NH:2][C:3]([C:5]1[CH:6]=[N:7][C:8]([O:11][C:12]2[CH:22]=[CH:21][C:15]3[CH2:16][CH2:17][NH:18][CH2:19][CH2:20][C:14]=3[CH:13]=2)=[CH:9][CH:10]=1)=[O:4].[CH3:23][CH:24]1[CH2:28][CH2:27][CH2:26][C:25]1=O, predict the reaction product. The product is: [CH3:1][NH:2][C:3]([C:5]1[CH:6]=[N:7][C:8]([O:11][C:12]2[CH:22]=[CH:21][C:15]3[CH2:16][CH2:17][N:18]([CH:25]4[CH2:26][CH2:27][CH2:28][CH:24]4[CH3:23])[CH2:19][CH2:20][C:14]=3[CH:13]=2)=[CH:9][CH:10]=1)=[O:4]. (3) Given the reactants CC1(C)C(C)(C)OB([C:9]2[CH:10]=[CH:11][C:12]([OH:15])=[N:13][CH:14]=2)O1.Br[C:18]1[CH:19]=[C:20]([O:25][C@@H:26]([C:28]2[CH:33]=[C:32]([F:34])[CH:31]=[CH:30][C:29]=2[N:35]2[N:39]=[CH:38][CH:37]=[N:36]2)[CH3:27])[C:21]([NH2:24])=[N:22][CH:23]=1.[F-].[Cs+].B([O-])[O-], predict the reaction product. The product is: [NH2:24][C:21]1[N:22]=[CH:23][C:18]([C:9]2[CH:14]=[N:13][C:12]([OH:15])=[CH:11][CH:10]=2)=[CH:19][C:20]=1[O:25][C@@H:26]([C:28]1[CH:33]=[C:32]([F:34])[CH:31]=[CH:30][C:29]=1[N:35]1[N:39]=[CH:38][CH:37]=[N:36]1)[CH3:27]. (4) Given the reactants [F:1][C:2]([F:10])([F:9])[C:3]1[N:4]=[C:5]([NH2:8])[S:6][CH:7]=1.[C:11](Cl)(Cl)=[O:12].Cl.[CH3:16][N:17]1[CH2:22][CH2:21][N:20]([C:23]2[CH:28]=[C:27]([C:29]3[CH:38]=[C:37]4[C:32]([CH2:33][CH2:34][NH:35][CH2:36]4)=[CH:31][CH:30]=3)[N:26]=[C:25]([NH2:39])[N:24]=2)[CH2:19][CH2:18]1, predict the reaction product. The product is: [NH2:39][C:25]1[N:26]=[C:27]([C:29]2[CH:38]=[C:37]3[C:32]([CH2:33][CH2:34][N:35]([C:11]([NH:8][C:5]4[S:6][CH:7]=[C:3]([C:2]([F:10])([F:9])[F:1])[N:4]=4)=[O:12])[CH2:36]3)=[CH:31][CH:30]=2)[CH:28]=[C:23]([N:20]2[CH2:19][CH2:18][N:17]([CH3:16])[CH2:22][CH2:21]2)[N:24]=1. (5) Given the reactants [CH2:1]([N:4]1[C:12](=[O:13])[C:11]2[N:10](COCC[Si](C)(C)C)[C:9]([C:22]3[CH:23]=[N:24][N:25]([CH2:27][CH:28]4[CH2:30][CH:29]4[C:31]4[CH:36]=[CH:35][CH:34]=[C:33]([C:37]([F:40])([F:39])[F:38])[CH:32]=4)[CH:26]=3)=[N:8][C:7]=2[N:6]([CH2:41][CH2:42][CH3:43])[C:5]1=[O:44])[CH2:2][CH3:3].Cl, predict the reaction product. The product is: [CH2:1]([N:4]1[C:12](=[O:13])[C:11]2[NH:10][C:9]([C:22]3[CH:23]=[N:24][N:25]([CH2:27][CH:28]4[CH2:30][CH:29]4[C:31]4[CH:36]=[CH:35][CH:34]=[C:33]([C:37]([F:39])([F:38])[F:40])[CH:32]=4)[CH:26]=3)=[N:8][C:7]=2[N:6]([CH2:41][CH2:42][CH3:43])[C:5]1=[O:44])[CH2:2][CH3:3]. (6) Given the reactants [CH:1]([NH:4][C:5]([C:7]1[C:15]2[C:10](=[N:11][CH:12]=[C:13]([C:16]3[C:24]4[C:19](=[CH:20][C:21]([F:25])=[CH:22][CH:23]=4)[N:18]([CH:26]4[CH2:29][NH:28][CH2:27]4)[N:17]=3)[N:14]=2)[N:9](COCC[Si](C)(C)C)[CH:8]=1)=[O:6])([CH3:3])[CH3:2].C(O)(C(F)(F)F)=O.C(N)CN, predict the reaction product. The product is: [CH:1]([NH:4][C:5]([C:7]1[C:15]2[C:10](=[N:11][CH:12]=[C:13]([C:16]3[C:24]4[C:19](=[CH:20][C:21]([F:25])=[CH:22][CH:23]=4)[N:18]([CH:26]4[CH2:27][NH:28][CH2:29]4)[N:17]=3)[N:14]=2)[NH:9][CH:8]=1)=[O:6])([CH3:3])[CH3:2].